Dataset: Forward reaction prediction with 1.9M reactions from USPTO patents (1976-2016). Task: Predict the product of the given reaction. (1) The product is: [Cl:1][C:2]1[CH:3]=[N:4][N:5]([C:7]2[CH:12]=[CH:11][N:10]=[CH:9][C:8]=2[N:13]2[CH2:14][CH2:15][CH:16]([C:19]([N:27]3[CH2:28][CH2:29][C@@H:25]([O:24][CH3:23])[CH2:26]3)=[O:21])[CH2:17][CH2:18]2)[CH:6]=1. Given the reactants [Cl:1][C:2]1[CH:3]=[N:4][N:5]([C:7]2[CH:12]=[CH:11][N:10]=[CH:9][C:8]=2[N:13]2[CH2:18][CH2:17][CH:16]([C:19]([OH:21])=O)[CH2:15][CH2:14]2)[CH:6]=1.Cl.[CH3:23][O:24][C@@H:25]1[CH2:29][CH2:28][NH:27][CH2:26]1.CN(C(ON1N=NC2C=CC=NC1=2)=[N+](C)C)C.F[P-](F)(F)(F)(F)F.C(N(CC)CC)C, predict the reaction product. (2) Given the reactants [OH:1][B:2]1[C:6]2[CH:7]=[C:8]([CH:11]=O)[CH:9]=[CH:10][C:5]=2[CH2:4][O:3]1.[CH3:13][C:14]1(C)[O:19]C(=O)CC(=O)[O:15]1.[OH-].[Na+], predict the reaction product. The product is: [OH:1][B:2]1[C:6]2[CH:7]=[C:8]([CH2:11][CH2:13][C:14]([OH:19])=[O:15])[CH:9]=[CH:10][C:5]=2[CH2:4][O:3]1. (3) Given the reactants S(Cl)(Cl)=O.[CH:5]1[CH:6]=[CH:7][C:8]([NH:15][C:16]2[C:17]([Cl:23])=[CH:18][CH:19]=[CH:20][C:21]=2[Cl:22])=[C:9]([CH2:11][C:12]([OH:14])=[O:13])[CH:10]=1.[CH2:24](O)[CH2:25][O:26][CH2:27][CH2:28][O:29][CH2:30][CH2:31][OH:32].C(=O)([O-])[O-].[K+].[K+], predict the reaction product. The product is: [Cl:23][C:17]1[CH:18]=[CH:19][CH:20]=[C:21]([Cl:22])[C:16]=1[NH:15][C:8]1[CH:7]=[CH:6][CH:5]=[CH:10][C:9]=1[CH2:11][C:12]([O:14][CH2:24][CH2:25][O:26][CH2:27][CH2:28][O:29][CH2:30][CH2:31][OH:32])=[O:13]. (4) Given the reactants [Br:1][C:2]1[CH:3]=[C:4]([CH:7]=[CH:8][CH:9]=1)[CH2:5]Br.Cl.[F:11][C:12]1([F:18])[CH2:17][CH2:16][NH:15][CH2:14][CH2:13]1.C(=O)([O-])[O-].[K+].[K+], predict the reaction product. The product is: [Br:1][C:2]1[CH:3]=[C:4]([CH:7]=[CH:8][CH:9]=1)[CH2:5][N:15]1[CH2:16][CH2:17][C:12]([F:18])([F:11])[CH2:13][CH2:14]1. (5) Given the reactants [CH:1]1([CH2:4][O:5][C:6]2[CH:14]=[CH:13][C:9]3[O:10][CH2:11][O:12][C:8]=3[C:7]=2[C:15]2[CH:20]=[CH:19][N:18]=[C:17]3[C:21]([C:33]([OH:35])=O)=[C:22]([CH3:32])[N:23]([CH2:24][O:25][CH2:26][CH2:27][Si:28]([CH3:31])([CH3:30])[CH3:29])[C:16]=23)[CH2:3][CH2:2]1.[NH2:36][C@H:37]1[CH2:42][CH2:41][C@H:40]([NH:43][C:44](=[O:50])[O:45][C:46]([CH3:49])([CH3:48])[CH3:47])[CH2:39][CH2:38]1, predict the reaction product. The product is: [CH:1]1([CH2:4][O:5][C:6]2[CH:14]=[CH:13][C:9]3[O:10][CH2:11][O:12][C:8]=3[C:7]=2[C:15]2[CH:20]=[CH:19][N:18]=[C:17]3[C:21]([C:33]([NH:36][C@H:37]4[CH2:42][CH2:41][C@H:40]([NH:43][C:44](=[O:50])[O:45][C:46]([CH3:48])([CH3:47])[CH3:49])[CH2:39][CH2:38]4)=[O:35])=[C:22]([CH3:32])[N:23]([CH2:24][O:25][CH2:26][CH2:27][Si:28]([CH3:29])([CH3:30])[CH3:31])[C:16]=23)[CH2:3][CH2:2]1. (6) Given the reactants [CH3:1][S:2][C:3]1[N:8]=[CH:7][C:6](B2OC(C)(C)C(C)(C)O2)=[CH:5][N:4]=1.B1([O-])O[O:19]1.O.O.O.O.[Na+].CCOC(C)=O, predict the reaction product. The product is: [CH3:1][S:2][C:3]1[N:8]=[CH:7][C:6]([OH:19])=[CH:5][N:4]=1. (7) Given the reactants [C:1]([NH:4][C:5]1[N:10]=[CH:9][C:8]([NH:11][C:12](=[O:14])[O-])=[CH:7][CH:6]=1)(=[O:3])[CH3:2].[F:15][C:16]1[CH:21]=[CH:20][C:19]([C:22]2[N:23]=[C:24]([CH:27]3[CH2:32][CH2:31][NH:30][CH2:29][CH2:28]3)[S:25][CH:26]=2)=[CH:18][CH:17]=1.C(N(C(C)C)CC)(C)C.O, predict the reaction product. The product is: [C:1]([NH:4][C:5]1[N:10]=[CH:9][C:8]([NH:11][C:12]([N:30]2[CH2:29][CH2:28][CH:27]([C:24]3[S:25][CH:26]=[C:22]([C:19]4[CH:18]=[CH:17][C:16]([F:15])=[CH:21][CH:20]=4)[N:23]=3)[CH2:32][CH2:31]2)=[O:14])=[CH:7][CH:6]=1)(=[O:3])[CH3:2]. (8) The product is: [F:15][C:16]([F:24])([F:25])[C:17]1[CH:18]=[CH:19][C:20]([NH:21][S:2]([C:5]2[CH:6]=[C:7]3[C:11](=[CH:12][CH:13]=2)[NH:10][C:9](=[O:14])[CH2:8]3)(=[O:4])=[O:3])=[CH:22][CH:23]=1. Given the reactants Cl[S:2]([C:5]1[CH:6]=[C:7]2[C:11](=[CH:12][CH:13]=1)[NH:10][C:9](=[O:14])[CH2:8]2)(=[O:4])=[O:3].[F:15][C:16]([F:25])([F:24])[C:17]1[CH:23]=[CH:22][C:20]([NH2:21])=[CH:19][CH:18]=1.C1C(N)=CC=C(S(C2C=CC(N)=CN=2)(=O)=O)C=1, predict the reaction product.